From a dataset of Hepatocyte clearance measurements from AstraZeneca. Regression/Classification. Given a drug SMILES string, predict its absorption, distribution, metabolism, or excretion properties. Task type varies by dataset: regression for continuous measurements (e.g., permeability, clearance, half-life) or binary classification for categorical outcomes (e.g., BBB penetration, CYP inhibition). For this dataset (clearance_hepatocyte_az), we predict log10(clearance) (log10 of the in vitro intrinsic clearance, CLint, in uL/min per 10^6 hepatocytes; values are censored to the assay range of 3 to 150, which is 0.477 to 2.18 on this log10 scale). (1) The drug is Cc1cc(=O)n(-c2ccccc2)n1C. The log10(clearance) is 0.650. (2) The drug is Cc1ccc(S(=O)(=O)Nc2c(C(=O)N[C@@H](C)C(C)(C)C)c(C)nn2-c2ccccc2)cc1. The log10(clearance) is 0.840.